Dataset: Catalyst prediction with 721,799 reactions and 888 catalyst types from USPTO. Task: Predict which catalyst facilitates the given reaction. (1) Reactant: [CH2:1]([C@@:4]1([CH3:31])[CH2:9][C@H:8]([C:10]2[CH:15]=[CH:14][CH:13]=[C:12]([Cl:16])[CH:11]=2)[C@@H:7]([C:17]2[CH:22]=[CH:21][C:20]([Cl:23])=[CH:19][CH:18]=2)[N:6]([C@@H:24]([CH2:28][CH3:29])[C:25](=[O:27])[CH3:26])[C:5]1=[O:30])[CH:2]=[CH2:3].CCC(C)[BH-](C(C)CC)C(C)CC.[Li+]. Product: [CH2:1]([C@@:4]1([CH3:31])[CH2:9][C@H:8]([C:10]2[CH:15]=[CH:14][CH:13]=[C:12]([Cl:16])[CH:11]=2)[C@@H:7]([C:17]2[CH:18]=[CH:19][C:20]([Cl:23])=[CH:21][CH:22]=2)[N:6]([C@@H:24]([CH2:28][CH3:29])[C@@H:25]([OH:27])[CH3:26])[C:5]1=[O:30])[CH:2]=[CH2:3]. The catalyst class is: 1. (2) Reactant: [I:1][C:2]1[CH:7]=[CH:6][CH:5]=[CH:4][C:3]=1[OH:8].[H-].[Na+].[CH2:11](Br)[CH:12]=[CH:13][CH3:14]. Product: [CH2:11]([O:8][C:3]1[CH:4]=[CH:5][CH:6]=[CH:7][C:2]=1[I:1])[CH:12]=[CH:13][CH3:14]. The catalyst class is: 3. (3) Reactant: [CH2:1]1[C:15]2[C:10](=[CH:11][CH:12]=[CH:13][CH:14]=2)[CH2:9][C:8]2[C:3](=[CH:4][CH:5]=[CH:6][CH:7]=2)[CH2:2]1.[Li]CCCC.[Br:21][C:22]1[CH:23]=[C:24]([CH:27]=[CH:28][CH:29]=1)[CH:25]=[O:26]. Product: [Br:21][C:22]1[CH:23]=[C:24]([CH:25]([CH:9]2[C:8]3[CH:7]=[CH:6][CH:5]=[CH:4][C:3]=3[CH2:2][CH2:1][C:15]3[CH:14]=[CH:13][CH:12]=[CH:11][C:10]2=3)[OH:26])[CH:27]=[CH:28][CH:29]=1. The catalyst class is: 1. (4) Reactant: Cl[C:2]1[CH:3]=[CH:4][C:5]([N+:9]([O-:11])=[O:10])=[C:6]([NH2:8])[CH:7]=1.[N:12]1([CH2:18][CH2:19][CH2:20][NH2:21])[CH2:17][CH2:16][O:15][CH2:14][CH2:13]1.C([O-])([O-])=O.[K+].[K+].O. Product: [N:12]1([CH2:18][CH2:19][CH2:20][NH:21][C:2]2[CH:3]=[CH:4][C:5]([N+:9]([O-:11])=[O:10])=[C:6]([NH2:8])[CH:7]=2)[CH2:17][CH2:16][O:15][CH2:14][CH2:13]1. The catalyst class is: 3. (5) Reactant: [CH2:1]([O:8][C:9](=[O:13])[NH:10][CH:11]=[CH2:12])[C:2]1[CH:7]=[CH:6][CH:5]=[CH:4][CH:3]=1.C1(C)C=CC=CC=1.N1([CH:30]([NH:33][C:34]2[CH:39]=[CH:38][C:37]([C:40]([F:43])([F:42])[F:41])=[CH:36][CH:35]=2)[CH2:31][CH3:32])C2C=CC=CC=2N=N1.O.C1(C)C=CC(S(O)(=O)=O)=CC=1. Product: [CH2:1]([O:8][C:9](=[O:13])[NH:10][C@H:11]1[C:35]2[C:34](=[CH:39][CH:38]=[C:37]([C:40]([F:41])([F:42])[F:43])[CH:36]=2)[NH:33][C@@H:30]([CH2:31][CH3:32])[CH2:12]1)[C:2]1[CH:7]=[CH:6][CH:5]=[CH:4][CH:3]=1. The catalyst class is: 13. (6) Reactant: [OH:1][C:2]1[CH:7]=[C:6]([CH3:8])[O:5][C:4](=[O:9])[CH:3]=1.N12CCCN=C1CCCCC2.Br[CH2:22]/[CH:23]=[C:24](\[CH3:31])/[CH2:25][CH2:26][CH:27]=[C:28]([CH3:30])[CH3:29].C1(C)C=CC=CC=1.C(OCC)(=O)C. The catalyst class is: 10. Product: [CH3:31]/[C:24](/[CH2:25][CH2:26][CH:27]=[C:28]([CH3:30])[CH3:29])=[CH:23]\[CH2:22][O:1][C:2]1[CH:7]=[C:6]([CH3:8])[O:5][C:4](=[O:9])[CH:3]=1.